From a dataset of Reaction yield outcomes from USPTO patents with 853,638 reactions. Predict the reaction yield, written as a fraction of the theoretical maximum amount of product (1.0 means a 100% yield; for example, 0.34 means a 34% yield). (1) The reactants are [CH2:1]([O:5][C:6]1[CH:7]=[C:8]([CH:12](C(OC(C)(C)C)=O)[CH2:13][NH:14][CH2:15][C:16]([N:18]([CH3:20])[CH3:19])=[O:17])[CH:9]=[CH:10][CH:11]=1)[CH2:2][CH2:3][CH3:4].[ClH:28].CCOCC. No catalyst specified. The product is [ClH:28].[CH2:1]([O:5][C:6]1[CH:7]=[C:8]([CH2:12][CH2:13][NH:14][CH2:15][C:16]([N:18]([CH3:20])[CH3:19])=[O:17])[CH:9]=[CH:10][CH:11]=1)[CH2:2][CH2:3][CH3:4]. The yield is 0.950. (2) The reactants are [NH2:1][C:2]1[CH:7]=[CH:6][CH:5]=[CH:4][C:3]=1[OH:8].[C:9]([O:13][C:14]([N:16]1[CH2:21][CH2:20][C:19](=O)[CH2:18][CH2:17]1)=[O:15])([CH3:12])([CH3:11])[CH3:10].C(O[BH-](OC(=O)C)OC(=O)C)(=O)C.[Na+].C(O)(=O)C.C([O-])(O)=O.[Na+]. The catalyst is C(Cl)Cl. The product is [C:9]([O:13][C:14]([N:16]1[CH2:21][CH2:20][CH:19]([NH:1][C:2]2[CH:7]=[CH:6][CH:5]=[CH:4][C:3]=2[OH:8])[CH2:18][CH2:17]1)=[O:15])([CH3:12])([CH3:10])[CH3:11]. The yield is 0.910. (3) The reactants are [F:1][C:2]([F:17])([F:16])[S:3][C:4]1[CH:15]=[CH:14][C:7]([CH:8]=[C:9]([C:12]#[N:13])[C:10]#[N:11])=[CH:6][CH:5]=1.C(=O)C1C=CC=CC=1.C1(N)C=CC=CC=1N. The catalyst is C(O)C. The product is [F:16][C:2]([F:1])([F:17])[S:3][C:4]1[CH:5]=[CH:6][C:7]([CH2:8][CH:9]([C:12]#[N:13])[C:10]#[N:11])=[CH:14][CH:15]=1. The yield is 0.770. (4) The reactants are [F:1][C:2]1[CH:39]=[CH:38][C:5]([CH2:6][C@H:7]2[C@H:15]([CH3:16])[O:14][C:13](=[O:17])[C@@H:12]([NH:18][C:19](=[O:29])[C:20]3[C:25]([OH:26])=[C:24]([O:27][CH3:28])[CH:23]=[CH:22][N:21]=3)[CH2:11][CH2:10][O:9][C@@H:8]2[CH2:30][CH2:31][C:32]2[CH:37]=[CH:36][CH:35]=[CH:34][CH:33]=2)=[CH:4][CH:3]=1.C([O-])([O-])=O.[K+].[K+].[C:46]([O:49][CH2:50]Br)(=[O:48])[CH3:47]. The catalyst is CC(C)=O. The product is [C:46]([O:49][CH2:50][O:26][C:25]1[C:20]([C:19](=[O:29])[NH:18][C@H:12]2[CH2:11][CH2:10][O:9][C@H:8]([CH2:30][CH2:31][C:32]3[CH:37]=[CH:36][CH:35]=[CH:34][CH:33]=3)[C@@H:7]([CH2:6][C:5]3[CH:4]=[CH:3][C:2]([F:1])=[CH:39][CH:38]=3)[C@H:15]([CH3:16])[O:14][C:13]2=[O:17])=[N:21][CH:22]=[CH:23][C:24]=1[O:27][CH3:28])(=[O:48])[CH3:47]. The yield is 0.810. (5) The reactants are [CH3:1][C:2]([S:19]([CH3:22])(=[O:21])=[O:20])([CH2:6][CH2:7][N:8]1[CH:12]=[C:11]([C:13]2[CH:18]=[CH:17][CH:16]=[CH:15][CH:14]=2)[N:10]=[CH:9]1)[C:3]([OH:5])=O.CCN=C=NCCCN(C)C.C1C=CC2[N:42]([OH:43])N=NC=2C=1.[O:44]1[CH2:49][CH2:48][CH2:47][CH2:46][CH:45]1NO. The catalyst is C(Cl)Cl.O. The product is [CH3:1][C:2]([S:19]([CH3:22])(=[O:21])=[O:20])([CH2:6][CH2:7][N:8]1[CH:12]=[C:11]([C:13]2[CH:18]=[CH:17][CH:16]=[CH:15][CH:14]=2)[N:10]=[CH:9]1)[C:3]([NH:42][O:43][CH:45]1[CH2:46][CH2:47][CH2:48][CH2:49][O:44]1)=[O:5]. The yield is 0.0600. (6) The reactants are [CH3:1][O:2][C:3]1[CH:4]=[C:5]([CH:8]=[C:9]([O:12][CH3:13])[C:10]=1[OH:11])[CH:6]=[O:7].C(=O)([O-])[O-].[Cs+].[Cs+].[CH2:20](Br)[CH:21]=[CH2:22]. The catalyst is CN(C=O)C.CCOCC.O. The product is [CH2:22]([O:11][C:10]1[C:9]([O:12][CH3:13])=[CH:8][C:5]([CH:6]=[O:7])=[CH:4][C:3]=1[O:2][CH3:1])[CH:21]=[CH2:20]. The yield is 0.980. (7) The reactants are [NH2:1][C:2]1[CH:3]=[C:4]([CH:14]=[CH:15][CH:16]=1)[CH2:5][NH:6][C:7](=[O:13])[O:8][C:9]([CH3:12])([CH3:11])[CH3:10].F[C:18]1[CH:23]=[CH:22][CH:21]=[CH:20][C:19]=1[N+:24]([O-:26])=[O:25].C(=O)([O-])[O-].[K+].[K+]. The catalyst is C(OCC)(=O)C. The product is [N+:24]([C:19]1[CH:20]=[CH:21][CH:22]=[CH:23][C:18]=1[NH:1][C:2]1[CH:3]=[C:4]([CH:14]=[CH:15][CH:16]=1)[CH2:5][NH:6][C:7](=[O:13])[O:8][C:9]([CH3:12])([CH3:11])[CH3:10])([O-:26])=[O:25]. The yield is 0.410.